From a dataset of Merck oncology drug combination screen with 23,052 pairs across 39 cell lines. Regression. Given two drug SMILES strings and cell line genomic features, predict the synergy score measuring deviation from expected non-interaction effect. (1) Drug 1: N#Cc1ccc(Cn2cncc2CN2CCN(c3cccc(Cl)c3)C(=O)C2)cc1. Drug 2: O=C(NOCC(O)CO)c1ccc(F)c(F)c1Nc1ccc(I)cc1F. Cell line: SW837. Synergy scores: synergy=8.26. (2) Drug 1: O=C(CCCCCCC(=O)Nc1ccccc1)NO. Drug 2: CNC(=O)c1cc(Oc2ccc(NC(=O)Nc3ccc(Cl)c(C(F)(F)F)c3)cc2)ccn1. Cell line: A375. Synergy scores: synergy=5.78. (3) Drug 1: COC12C(COC(N)=O)C3=C(C(=O)C(C)=C(N)C3=O)N1CC1NC12. Drug 2: Cc1nc(Nc2ncc(C(=O)Nc3c(C)cccc3Cl)s2)cc(N2CCN(CCO)CC2)n1. Cell line: ZR751. Synergy scores: synergy=16.7. (4) Drug 1: CCN(CC)CCNC(=O)c1c(C)[nH]c(C=C2C(=O)Nc3ccc(F)cc32)c1C. Drug 2: O=C(NOCC(O)CO)c1ccc(F)c(F)c1Nc1ccc(I)cc1F. Cell line: LOVO. Synergy scores: synergy=7.44. (5) Drug 1: O=C(CCCCCCC(=O)Nc1ccccc1)NO. Drug 2: Cn1cc(-c2cnn3c(N)c(Br)c(C4CCCNC4)nc23)cn1. Cell line: NCIH1650. Synergy scores: synergy=-0.771. (6) Drug 1: CC1CC2C3CCC4=CC(=O)C=CC4(C)C3(F)C(O)CC2(C)C1(O)C(=O)CO. Drug 2: Cn1cc(-c2cnn3c(N)c(Br)c(C4CCCNC4)nc23)cn1. Cell line: OVCAR3. Synergy scores: synergy=9.73.